Predict the reactants needed to synthesize the given product. From a dataset of Full USPTO retrosynthesis dataset with 1.9M reactions from patents (1976-2016). (1) Given the product [CH3:14][C:8]([C:5]1[CH:6]=[CH:7][C:2]([B:16]2[O:20][C:19]([CH3:22])([CH3:21])[C:18]([CH3:24])([CH3:23])[O:17]2)=[CH:3][CH:4]=1)([CH3:15])[C:9]([O:11][CH2:12][CH3:13])=[O:10], predict the reactants needed to synthesize it. The reactants are: Br[C:2]1[CH:7]=[CH:6][C:5]([C:8]([CH3:15])([CH3:14])[C:9]([O:11][CH2:12][CH3:13])=[O:10])=[CH:4][CH:3]=1.[B:16]1([B:16]2[O:20][C:19]([CH3:22])([CH3:21])[C:18]([CH3:24])([CH3:23])[O:17]2)[O:20][C:19]([CH3:22])([CH3:21])[C:18]([CH3:24])([CH3:23])[O:17]1.C([O-])(=O)C.[K+]. (2) The reactants are: [F:1][C:2]1[CH:3]=[CH:4][C:5]([O:30][CH3:31])=[C:6]([C:8]2[CH:13]=[CH:12][N:11]=[C:10]3[NH:14][C:15]([C:17]4[CH2:24][CH:23]5[N:25]([CH2:26][C:27]([OH:29])=[O:28])[CH:19]([CH2:20][CH2:21][CH2:22]5)[CH:18]=4)=[CH:16][C:9]=23)[CH:7]=1.[CH3:32][NH:33][CH2:34][CH2:35][OH:36].F[P-](F)(F)(F)(F)F.CN(C(N(C)C)=[N+]1C2C(=NC=CC=2)[N+]([O-])=N1)C.C(N(CC)CC)C. Given the product [C:27]([O-:29])(=[O:28])[CH3:26].[NH4+:11].[F:1][C:2]1[CH:3]=[CH:4][C:5]([O:30][CH3:31])=[C:6]([C:8]2[CH:13]=[CH:12][N:11]=[C:10]3[NH:14][C:15]([C:17]4[CH2:24][CH:23]5[N:25]([CH2:26][C:27]([N:33]([CH2:34][CH2:35][OH:36])[CH3:32])=[O:28])[CH:19]([CH2:20][CH2:21][CH2:22]5)[CH:18]=4)=[CH:16][C:9]=23)[CH:7]=1, predict the reactants needed to synthesize it. (3) Given the product [CH3:23][O:22][C:20](=[O:21])[C:19]1[CH:24]=[CH:25][C:26]([Cl:28])=[CH:27][C:18]=1[NH:17][C:6](=[O:8])[C@H:5]([CH3:9])[CH2:4][C:3]([O:2][CH3:1])=[O:10], predict the reactants needed to synthesize it. The reactants are: [CH3:1][O:2][C:3](=[O:10])[CH2:4][C@@H:5]([CH3:9])[C:6]([OH:8])=O.C(Cl)(=O)C(Cl)=O.[NH2:17][C:18]1[CH:27]=[C:26]([Cl:28])[CH:25]=[CH:24][C:19]=1[C:20]([O:22][CH3:23])=[O:21].C(N(CC)CC)C. (4) Given the product [N+:8]([C:7]1[C:2]([O:17][C@H:14]2[CH2:15][CH2:16][C@H:11]([OH:18])[CH2:12][CH2:13]2)=[N:3][CH:4]=[CH:5][CH:6]=1)([O-:10])=[O:9], predict the reactants needed to synthesize it. The reactants are: F[C:2]1[C:7]([N+:8]([O-:10])=[O:9])=[CH:6][CH:5]=[CH:4][N:3]=1.[CH:11]1([OH:18])[CH2:16][CH2:15][CH:14]([OH:17])[CH2:13][CH2:12]1. (5) Given the product [F:1][C:2]1[CH:7]=[C:6]([F:8])[CH:5]=[CH:4][C:3]=1[C@:9]12[CH2:18][O:17][C@@H:16]([CH2:19][O:20][CH:21]([CH3:22])[CH3:23])[CH2:15][C@H:14]1[C@@H:13]([CH3:24])[S:12][C:11]([NH2:25])=[N:10]2, predict the reactants needed to synthesize it. The reactants are: [F:1][C:2]1[CH:7]=[C:6]([F:8])[CH:5]=[CH:4][C:3]=1[C@:9]12[CH2:18][O:17][C@@H:16]([CH2:19][O:20][CH:21]([CH3:23])[CH3:22])[CH2:15][C@H:14]1[C@@H:13]([CH3:24])[S:12][C:11]([NH:25]C(=O)C1C=CC=CC=1)=[N:10]2.FC1C=C(F)C=CC=1[C@]12CO[C@@H](COC)C[C@H]1[C@@H](C)SC(NC(=O)C1C=CC=CC=1)=N2.FC1C=C(F)C=CC=1[C@]12CO[C@@H](COC)C[C@H]1[C@@H](C)SC(N)=N2.